This data is from Forward reaction prediction with 1.9M reactions from USPTO patents (1976-2016). The task is: Predict the product of the given reaction. (1) Given the reactants [Br:1][C:2]1[CH:9]=[CH:8][C:5]([CH:6]=O)=[C:4](F)[CH:3]=1.[NH2:11][NH2:12], predict the reaction product. The product is: [Br:1][C:2]1[CH:3]=[C:4]2[C:5]([CH:6]=[N:11][NH:12]2)=[CH:8][CH:9]=1. (2) Given the reactants [Br:1][C:2]1[C:3]([CH3:14])=[N:4][NH:5][C:6]=1[C:7]1[CH:12]=[CH:11][C:10]([F:13])=[CH:9][CH:8]=1.[CH2:15]([O:22][CH2:23][CH2:24][CH2:25][CH2:26][CH2:27]O)[C:16]1[CH:21]=[CH:20][CH:19]=[CH:18][CH:17]=1.C1(P(C2C=CC=CC=2)C2C=CC=CC=2)C=CC=CC=1.N(C(OC(C)C)=O)=NC(OC(C)C)=O, predict the reaction product. The product is: [CH2:15]([O:22][CH2:23][CH2:24][CH2:25][CH2:26][CH2:27][N:5]1[C:6]([C:7]2[CH:12]=[CH:11][C:10]([F:13])=[CH:9][CH:8]=2)=[C:2]([Br:1])[C:3]([CH3:14])=[N:4]1)[C:16]1[CH:21]=[CH:20][CH:19]=[CH:18][CH:17]=1.